From a dataset of Reaction yield outcomes from USPTO patents with 853,638 reactions. Predict the reaction yield, written as a fraction of the theoretical maximum amount of product (1.0 means a 100% yield; for example, 0.34 means a 34% yield). The reactants are [CH:1]1[C:10]2[C:5](=[CH:6][CH:7]=[CH:8][CH:9]=2)[CH:4]=[CH:3][C:2]=1[S:11](Cl)(=[O:13])=[O:12].[NH2:15][C:16]1[CH:17]=[C:18]2[C:22](=[CH:23][CH:24]=1)[N:21]([CH2:25][CH2:26][N:27]([CH3:29])[CH3:28])[CH:20]=[CH:19]2. The catalyst is CN(C)C=O.C(N(C(C)C)C(C)C)C. The product is [CH3:28][N:27]([CH3:29])[CH2:26][CH2:25][N:21]1[C:22]2[C:18](=[CH:17][C:16]([NH:15][S:11]([C:2]3[CH:3]=[CH:4][C:5]4[C:10](=[CH:9][CH:8]=[CH:7][CH:6]=4)[CH:1]=3)(=[O:13])=[O:12])=[CH:24][CH:23]=2)[CH:19]=[CH:20]1. The yield is 0.800.